Dataset: Full USPTO retrosynthesis dataset with 1.9M reactions from patents (1976-2016). Task: Predict the reactants needed to synthesize the given product. (1) Given the product [NH2:19][C:16]1[CH:17]=[CH:18][C:13]([S:10]([NH:9][C:5]2[N:4]=[C:3]([O:2][CH3:1])[CH:8]=[CH:7][N:6]=2)(=[O:11])=[O:12])=[CH:14][CH:15]=1, predict the reactants needed to synthesize it. The reactants are: [CH3:1][O:2][C:3]1[CH:8]=[CH:7][N:6]=[C:5]([NH:9][S:10]([C:13]2[CH:18]=[CH:17][C:16]([N+:19]([O-])=O)=[CH:15][CH:14]=2)(=[O:12])=[O:11])[N:4]=1.O. (2) Given the product [CH3:13][O:12][C:10]1[CH:9]=[CH:8][C:7]2[O:14][CH:2]([C:15]3[CH:20]=[CH:19][CH:18]=[CH:17][CH:16]=3)[C:3](=[O:4])[NH:5][C:6]=2[CH:11]=1, predict the reactants needed to synthesize it. The reactants are: Br[CH:2]([C:15]1[CH:20]=[CH:19][CH:18]=[CH:17][CH:16]=1)[C:3]([NH:5][C:6]1[CH:11]=[C:10]([O:12][CH3:13])[CH:9]=[CH:8][C:7]=1[OH:14])=[O:4].CN(C)C=O.C(=O)([O-])[O-].[K+].[K+]. (3) Given the product [C:2]([OH:13])(=[O:3])[CH2:1][C:7]([CH2:8][C:9]([OH:11])=[O:10])([C:5]([OH:4])=[O:6])[OH:12], predict the reactants needed to synthesize it. The reactants are: [CH2:1]1[C:7]([OH:12])([CH2:8][C:9]([OH:11])=[O:10])[C:5](=[O:6])[O:4][C:2]1=[O:3].[OH2:13]. (4) Given the product [ClH:24].[F:1][C:2]1[CH:10]=[C:9]2[C:5]([C:6]([C:12]3[N:13]=[C:14]4[C:20]([C:21]([NH:25][C:26]5([CH3:38])[CH2:29][CH:28]([NH:30][C:31](=[O:37])[O:32][C:33]([CH3:35])([CH3:34])[CH3:36])[CH2:27]5)=[O:23])=[CH:19][NH:18][C:15]4=[N:16][CH:17]=3)=[N:7][N:8]2[CH3:11])=[CH:4][CH:3]=1, predict the reactants needed to synthesize it. The reactants are: [F:1][C:2]1[CH:10]=[C:9]2[C:5]([C:6]([C:12]3[N:13]=[C:14]4[C:20]([C:21]([OH:23])=O)=[CH:19][NH:18][C:15]4=[N:16][CH:17]=3)=[N:7][N:8]2[CH3:11])=[CH:4][CH:3]=1.[ClH:24].[NH2:25][C:26]1([CH3:38])[CH2:29][CH:28]([NH:30][C:31](=[O:37])[O:32][C:33]([CH3:36])([CH3:35])[CH3:34])[CH2:27]1.CCN=C=NCCCN(C)C.C1C=CC2N(O)N=NC=2C=1.CCN(C(C)C)C(C)C. (5) Given the product [CH3:1][C:2]1[CH:7]=[CH:6][C:5]([S:8]([O:11][C:12]2[CH:17]=[C:16]([CH3:18])[CH:15]=[CH:14][C:13]=2[N:19]2[C:17]([CH3:16])=[CH:12][C:13]([CH3:14])=[N:19]2)(=[O:10])=[O:9])=[CH:4][CH:3]=1, predict the reactants needed to synthesize it. The reactants are: [CH3:1][C:2]1[CH:7]=[CH:6][C:5]([S:8]([O:11][C:12]2[CH:17]=[C:16]([CH3:18])[CH:15]=[CH:14][C:13]=2[NH2:19])(=[O:10])=[O:9])=[CH:4][CH:3]=1.